From a dataset of Catalyst prediction with 721,799 reactions and 888 catalyst types from USPTO. Predict which catalyst facilitates the given reaction. (1) Reactant: [CH3:1][O:2][C:3]([CH:5]1[CH2:14][C:13]2[CH:12]=[C:11]3[O:15][CH2:16][C@@:17]([C:20]4[CH:25]=[CH:24][C:23]([O:26][CH2:27][C:28]5[CH:33]=[CH:32][C:31]([Cl:34])=[C:30]([Cl:35])[CH:29]=5)=[CH:22][CH:21]=4)(O)[O:18][C:10]3=[CH:9][C:8]=2[CH2:7][N:6]1[C:36]([O:38][C:39]([CH3:42])([CH3:41])[CH3:40])=[O:37])=[O:4].C(O)(C(F)(F)F)=O.C([SiH](CC)CC)C.C(OC(OC(C)(C)C)=O)(OC(C)(C)C)=O.C(=O)(O)[O-].[Na+].Cl. Product: [CH3:1][O:2][C:3]([CH:5]1[CH2:14][C:13]2[CH:12]=[C:11]3[O:15][CH2:16][C@H:17]([C:20]4[CH:25]=[CH:24][C:23]([O:26][CH2:27][C:28]5[CH:33]=[CH:32][C:31]([Cl:34])=[C:30]([Cl:35])[CH:29]=5)=[CH:22][CH:21]=4)[O:18][C:10]3=[CH:9][C:8]=2[CH2:7][N:6]1[C:36]([O:38][C:39]([CH3:42])([CH3:41])[CH3:40])=[O:37])=[O:4]. The catalyst class is: 124. (2) Reactant: F[C:2]1[CH:3]=[CH:4][C:5]([N+:9]([O-:11])=[O:10])=[C:6]([CH3:8])[CH:7]=1.CN1CCCC1=[O:18].[NH2:19][CH2:20][CH2:21][O:22][CH:23](O)[CH3:24].C([O-])([O-])=O.[K+].[K+]. Product: [N+:9]([C:5]1[CH:4]=[CH:3][C:2]([NH:19][CH2:20][CH2:21][O:22][CH2:23][CH2:24][OH:18])=[CH:7][C:6]=1[CH3:8])([O-:11])=[O:10]. The catalyst class is: 6. (3) Reactant: [CH2:1]([O:5][CH2:6][CH2:7][O:8][C:9]1[CH:14]=[CH:13][C:12]([C:15]2[CH:20]=[CH:19][C:18]([N:21]([CH3:25])[CH2:22][CH2:23][CH3:24])=[C:17](/[CH:26]=[CH:27]/[C:28]([O:30]CC)=[O:29])[CH:16]=2)=[CH:11][CH:10]=1)[CH2:2][CH2:3][CH3:4].[OH-].[Na+].Cl. Product: [CH2:1]([O:5][CH2:6][CH2:7][O:8][C:9]1[CH:14]=[CH:13][C:12]([C:15]2[CH:20]=[CH:19][C:18]([N:21]([CH3:25])[CH2:22][CH2:23][CH3:24])=[C:17](/[CH:26]=[CH:27]/[C:28]([OH:30])=[O:29])[CH:16]=2)=[CH:11][CH:10]=1)[CH2:2][CH2:3][CH3:4]. The catalyst class is: 353. (4) Reactant: [OH-].[Na+].C([O:5][C:6]([C:8]1[CH:12]=[C:11]([C:13]2[CH:17]=[CH:16][N:15]([CH3:18])[CH:14]=2)[N:10]([C:19]2[CH:20]=[N:21][C:22]([O:25][CH3:26])=[CH:23][CH:24]=2)[N:9]=1)=[O:7])C.O.C(OCC)C. Product: [CH3:26][O:25][C:22]1[N:21]=[CH:20][C:19]([N:10]2[C:11]([C:13]3[CH:17]=[CH:16][N:15]([CH3:18])[CH:14]=3)=[CH:12][C:8]([C:6]([OH:7])=[O:5])=[N:9]2)=[CH:24][CH:23]=1. The catalyst class is: 7. (5) Reactant: [CH3:1][OH:2].Cl[S:4]([N:7]=[C:8]=[O:9])(=[O:6])=[O:5].[NH2:10][C:11]1[C:12]([CH3:36])=[C:13]2[C:17](=[C:18]([NH:21][C:22](=[O:27])[C:23]([CH3:26])([CH3:25])[CH3:24])[C:19]=1[CH3:20])[N:16]([CH2:28][CH2:29][CH2:30][CH2:31][CH2:32][CH2:33][CH2:34][CH3:35])[CH2:15][CH2:14]2. Product: [CH3:1][O:2][C:8]([NH:7][S:4]([NH:10][C:11]1[C:12]([CH3:36])=[C:13]2[C:17](=[C:18]([NH:21][C:22](=[O:27])[C:23]([CH3:25])([CH3:26])[CH3:24])[C:19]=1[CH3:20])[N:16]([CH2:28][CH2:29][CH2:30][CH2:31][CH2:32][CH2:33][CH2:34][CH3:35])[CH2:15][CH2:14]2)(=[O:6])=[O:5])=[O:9]. The catalyst class is: 347. (6) Reactant: F[P-](F)(F)(F)(F)F.N1(O[P+](N(C)C)(N(C)C)N(C)C)C2C=CC=CC=2N=N1.[Cl-].FC(F)(F)C(O)=O.[NH2:36][C:37]1[CH:38]=[C:39]2[C:43](=[CH:44][CH:45]=1)[NH:42][C:41]([C:46]([NH:48][CH2:49][C:50]1[CH:55]=[CH:54][C:53]([Cl:56])=[C:52]([O:57][C:58]3[CH:63]=[C:62]([C:64]#[N:65])[CH:61]=[C:60]([Cl:66])[CH:59]=3)[C:51]=1[F:67])=[O:47])=[CH:40]2.[CH3:68][O:69][CH2:70][CH2:71][O:72][CH2:73][CH2:74][O:75][CH2:76][C:77](O)=[O:78].C(N(C(C)C)CC)(C)C. Product: [Cl:56][C:53]1[CH:54]=[CH:55][C:50]([CH2:49][NH:48][C:46]([C:41]2[NH:42][C:43]3[C:39]([CH:40]=2)=[CH:38][C:37]([NH:36][C:77](=[O:78])[CH2:76][O:75][CH2:74][CH2:73][O:72][CH2:71][CH2:70][O:69][CH3:68])=[CH:45][CH:44]=3)=[O:47])=[C:51]([F:67])[C:52]=1[O:57][C:58]1[CH:63]=[C:62]([C:64]#[N:65])[CH:61]=[C:60]([Cl:66])[CH:59]=1. The catalyst class is: 248.